Dataset: Full USPTO retrosynthesis dataset with 1.9M reactions from patents (1976-2016). Task: Predict the reactants needed to synthesize the given product. (1) Given the product [CH:28]1([N:14]([CH:11]2[CH2:12][CH2:13][NH:8][CH2:9][CH2:10]2)[S:15]([C:18]2[CH:23]=[CH:22][CH:21]=[C:20]([C:24]([F:27])([F:25])[F:26])[CH:19]=2)(=[O:16])=[O:17])[CH2:30][CH2:29]1.[CH2:1]([N:8]1[CH2:13][CH2:12][CH:11]([N:14]([CH:28]2[CH2:30][CH2:29]2)[S:15]([C:18]2[CH:23]=[CH:22][CH:21]=[C:20]([C:24]([F:25])([F:27])[F:26])[CH:19]=2)(=[O:16])=[O:17])[CH2:10][CH2:9]1)[C:2]1[CH:7]=[CH:6][CH:5]=[CH:4][CH:3]=1, predict the reactants needed to synthesize it. The reactants are: [CH2:1]([N:8]1[CH2:13][CH2:12][CH:11]([N:14]([CH:28]2[CH2:30][CH2:29]2)[S:15]([C:18]2[CH:23]=[CH:22][CH:21]=[C:20]([C:24]([F:27])([F:26])[F:25])[CH:19]=2)(=[O:17])=[O:16])[CH2:10][CH2:9]1)[C:2]1[CH:7]=[CH:6][CH:5]=[CH:4][CH:3]=1.C(N1CCC(NC2CC2)CC1)C1C=CC=CC=1.C(N(CC)CC)C.FC(F)(F)C1C=C(S(Cl)(=O)=O)C=CC=1.C(=O)([O-])[O-].[K+].[K+]. (2) The reactants are: CS(O[CH2:6][C@H:7]1[N:18]2[C:19]3[C:10](=[C:11]([F:21])[CH:12]=[N:13][C:14]=3[CH:15]=[CH:16][C:17]2=[O:20])[S:9][CH2:8]1)(=O)=O.N1C=CC=CC=1.[NH:28]1[CH2:33][CH2:32][CH:31]([NH:34][C:35](=[O:41])[O:36][C:37]([CH3:40])([CH3:39])[CH3:38])[CH2:30][CH2:29]1. Given the product [F:21][C:11]1[CH:12]=[N:13][C:14]2[CH:15]=[CH:16][C:17](=[O:20])[N:18]3[C@H:7]([CH2:6][N:28]4[CH2:29][CH2:30][CH:31]([NH:34][C:35](=[O:41])[O:36][C:37]([CH3:39])([CH3:38])[CH3:40])[CH2:32][CH2:33]4)[CH2:8][S:9][C:10]=1[C:19]=23, predict the reactants needed to synthesize it. (3) The reactants are: [CH2:1]([O:8][CH2:9][CH2:10][CH2:11][O:12][C:13]1[CH:18]=[CH:17][C:16]([CH:19]2[CH2:24][CH2:23][N:22](C([O-])=O)[CH2:21][CH:20]2[C:28](=[O:40])[CH2:29][C:30]2[CH:39]=[CH:38][C:37]3[C:32](=[CH:33][CH:34]=[CH:35][CH:36]=3)[CH:31]=2)=[CH:15][CH:14]=1)[C:2]1[CH:7]=[CH:6][CH:5]=[CH:4][CH:3]=1.[ClH:41]. Given the product [ClH:41].[CH2:1]([O:8][CH2:9][CH2:10][CH2:11][O:12][C:13]1[CH:14]=[CH:15][C:16]([CH:19]2[CH2:24][CH2:23][NH:22][CH2:21][CH:20]2[C:28](=[O:40])[CH2:29][C:30]2[CH:39]=[CH:38][C:37]3[C:32](=[CH:33][CH:34]=[CH:35][CH:36]=3)[CH:31]=2)=[CH:17][CH:18]=1)[C:2]1[CH:3]=[CH:4][CH:5]=[CH:6][CH:7]=1, predict the reactants needed to synthesize it. (4) Given the product [O:1]=[C:2]1[C:11]2[C:6](=[CH:7][CH:8]=[C:9]([NH:12][C:13](=[O:25])[O:14][CH2:15][CH2:16][OH:17])[CH:10]=2)[CH:5]=[C:4]([C:26]2[CH:31]=[CH:30][CH:29]=[CH:28][C:27]=2[C:32]([F:34])([F:33])[F:35])[NH:3]1, predict the reactants needed to synthesize it. The reactants are: [O:1]=[C:2]1[C:11]2[C:6](=[CH:7][CH:8]=[C:9]([NH:12][C:13](=[O:25])[O:14][CH2:15][CH2:16][O:17]CC3C=CC=CC=3)[CH:10]=2)[CH:5]=[C:4]([C:26]2[CH:31]=[CH:30][CH:29]=[CH:28][C:27]=2[C:32]([F:35])([F:34])[F:33])[NH:3]1. (5) Given the product [F:30][C:20]([F:19])([F:29])[CH:21]([NH:22][C:16]([C:7]1[CH:6]=[CH:5][C:4]([CH:1]2[CH2:2][CH2:3]2)=[C:9]([O:10][CH2:11][C:12]([F:13])([F:14])[F:15])[N:8]=1)=[O:18])[C:23]1[CH:28]=[CH:27][CH:26]=[CH:25][N:24]=1, predict the reactants needed to synthesize it. The reactants are: [CH:1]1([C:4]2[CH:5]=[CH:6][C:7]([C:16]([OH:18])=O)=[N:8][C:9]=2[O:10][CH2:11][C:12]([F:15])([F:14])[F:13])[CH2:3][CH2:2]1.[F:19][C:20]([F:30])([F:29])[CH:21]([C:23]1[CH:28]=[CH:27][CH:26]=[CH:25][N:24]=1)[NH2:22]. (6) Given the product [C:27]([C:24]1[CH:23]=[CH:22][C:21]([O:20][C:18]2[N:17]=[C:16]([O:29][C:30]3[CH:31]=[CH:32][C:33]([O:36][CH3:37])=[CH:34][CH:35]=3)[N:15]=[C:14]([NH:13][C:9]3[CH:8]=[C:7]([CH:12]=[CH:11][CH:10]=3)[C:6]([OH:38])=[O:5])[N:19]=2)=[CH:26][CH:25]=1)#[N:28], predict the reactants needed to synthesize it. The reactants are: C([O:5][C:6](=[O:38])[C:7]1[CH:12]=[CH:11][CH:10]=[C:9]([NH:13][C:14]2[N:19]=[C:18]([O:20][C:21]3[CH:26]=[CH:25][C:24]([C:27]#[N:28])=[CH:23][CH:22]=3)[N:17]=[C:16]([O:29][C:30]3[CH:35]=[CH:34][C:33]([O:36][CH3:37])=[CH:32][CH:31]=3)[N:15]=2)[CH:8]=1)(C)(C)C.CCOCC.CCCCCC. (7) The reactants are: [Br:1][C:2]1[C:3](=[O:26])[N:4]([CH2:19]/[CH:20]=[CH:21]/[C:22]([O:24]C)=[O:23])[C:5]([CH3:18])=[CH:6][C:7]=1[O:8][CH2:9][C:10]1[CH:15]=[CH:14][C:13]([F:16])=[CH:12][C:11]=1[F:17].[OH-].[Na+]. Given the product [Br:1][C:2]1[C:3](=[O:26])[N:4]([CH2:19]/[CH:20]=[CH:21]/[C:22]([OH:24])=[O:23])[C:5]([CH3:18])=[CH:6][C:7]=1[O:8][CH2:9][C:10]1[CH:15]=[CH:14][C:13]([F:16])=[CH:12][C:11]=1[F:17], predict the reactants needed to synthesize it.